Dataset: Catalyst prediction with 721,799 reactions and 888 catalyst types from USPTO. Task: Predict which catalyst facilitates the given reaction. (1) Reactant: [NH:1]1[C:5]2[CH:6]=[CH:7][CH:8]=[CH:9][C:4]=2[N:3]=[C:2]1[CH2:10][C:11]([OH:13])=O.C(N(CC)CC)C.[CH:21]([C:24]1[CH:25]=[CH:26][C:27]([CH3:31])=[C:28]([CH:30]=1)[NH2:29])([CH3:23])[CH3:22]. Product: [NH:3]1[C:4]2[CH:9]=[CH:8][CH:7]=[CH:6][C:5]=2[N:1]=[C:2]1[CH2:10][C:11]([NH:29][C:28]1[CH:30]=[C:24]([CH:21]([CH3:22])[CH3:23])[CH:25]=[CH:26][C:27]=1[CH3:31])=[O:13]. The catalyst class is: 10. (2) Reactant: Cl.[NH:2]1[CH2:7][CH2:6][C:5](=[O:8])[CH2:4][CH2:3]1.[CH3:9][C:10]1[CH:15]=[CH:14][C:13]([S:16](Cl)(=[O:18])=[O:17])=[CH:12][CH:11]=1.C(=O)([O-])[O-].[K+].[K+]. Product: [S:16]([N:2]1[CH2:7][CH2:6][C:5](=[O:8])[CH2:4][CH2:3]1)([C:13]1[CH:14]=[CH:15][C:10]([CH3:9])=[CH:11][CH:12]=1)(=[O:18])=[O:17]. The catalyst class is: 10. (3) Reactant: [H-].[Na+].[I:3][C:4]1[CH:9]=[N:8][C:7]2[N:10]([CH2:13][C:14]3[CH:19]=[CH:18][C:17]([O:20][CH3:21])=[CH:16][CH:15]=3)[N:11]=[CH:12][C:6]=2[C:5]=1O.FC(F)(F)S(N(C1C=CC=CC=1)S(C(F)(F)F)(=O)=O)(=O)=O.[N:44]1([C:50]([O:52][C:53]([CH3:56])([CH3:55])[CH3:54])=[O:51])[CH2:49][CH2:48][NH:47][CH2:46][CH2:45]1.[NH4+].[Cl-]. Product: [I:3][C:4]1[C:5]([N:47]2[CH2:46][CH2:45][N:44]([C:50]([O:52][C:53]([CH3:56])([CH3:55])[CH3:54])=[O:51])[CH2:49][CH2:48]2)=[C:6]2[CH:12]=[N:11][N:10]([CH2:13][C:14]3[CH:19]=[CH:18][C:17]([O:20][CH3:21])=[CH:16][CH:15]=3)[C:7]2=[N:8][CH:9]=1. The catalyst class is: 3.